This data is from CYP2C19 inhibition data for predicting drug metabolism from PubChem BioAssay. The task is: Regression/Classification. Given a drug SMILES string, predict its absorption, distribution, metabolism, or excretion properties. Task type varies by dataset: regression for continuous measurements (e.g., permeability, clearance, half-life) or binary classification for categorical outcomes (e.g., BBB penetration, CYP inhibition). Dataset: cyp2c19_veith. (1) The compound is CCN1CCN(CC(=O)N2c3ccccc3CC2C)CC1.O=C(O)C(=O)O. The result is 0 (non-inhibitor). (2) The drug is Nc1ccc(S(=O)(=O)Nc2ccnn2-c2ccccc2)cc1. The result is 0 (non-inhibitor). (3) The compound is CN(C)c1ncc2nc(-c3cc(F)cc(F)c3)c(=O)n(CCC#N)c2n1. The result is 0 (non-inhibitor). (4) The compound is CCOC(=O)c1cncn1[C@@H](C)c1ccccc1. The result is 1 (inhibitor). (5) The molecule is O=C(O)/C(=C\c1ccccc1)Cc1ccccc1. The result is 0 (non-inhibitor). (6) The drug is O=C(Oc1ccccc1)N1CCC[C@@]2(CCN(c3ccccn3)C2)C1. The result is 1 (inhibitor).